From a dataset of NCI-60 drug combinations with 297,098 pairs across 59 cell lines. Regression. Given two drug SMILES strings and cell line genomic features, predict the synergy score measuring deviation from expected non-interaction effect. (1) Drug 1: CN(C)N=NC1=C(NC=N1)C(=O)N. Cell line: SF-539. Synergy scores: CSS=4.29, Synergy_ZIP=-1.98, Synergy_Bliss=3.04, Synergy_Loewe=2.37, Synergy_HSA=3.20. Drug 2: N.N.Cl[Pt+2]Cl. (2) Drug 1: C1=CN(C(=O)N=C1N)C2C(C(C(O2)CO)O)O.Cl. Drug 2: CCC1=C2CN3C(=CC4=C(C3=O)COC(=O)C4(CC)O)C2=NC5=C1C=C(C=C5)O. Cell line: SNB-19. Synergy scores: CSS=35.3, Synergy_ZIP=-5.38, Synergy_Bliss=-2.75, Synergy_Loewe=-15.0, Synergy_HSA=-2.83.